The task is: Predict the reaction yield, written as a fraction of the theoretical maximum amount of product (1.0 means a 100% yield; for example, 0.34 means a 34% yield).. This data is from Reaction yield outcomes from USPTO patents with 853,638 reactions. (1) The reactants are [CH2:1]([O:5][C:6]1[CH:7]=[C:8]([CH2:13][OH:14])[CH:9]=[CH:10][C:11]=1[I:12])[CH2:2][CH2:3][CH3:4]. The catalyst is ClCCl.[O-2].[O-2].[Mn+4]. The product is [CH2:1]([O:5][C:6]1[CH:7]=[C:8]([CH:9]=[CH:10][C:11]=1[I:12])[CH:13]=[O:14])[CH2:2][CH2:3][CH3:4]. The yield is 0.730. (2) The reactants are [CH3:1][C:2]([O:5][C:6]([N:8]1[CH:13]([C:14]([NH:16][C:17]2[CH:22]=[CH:21][CH:20]=[C:19]([C:23]([F:26])([F:25])[F:24])[CH:18]=2)=[O:15])[CH:12]2[CH2:27][CH:9]1[CH2:10][CH2:11]2)=[O:7])([CH3:4])[CH3:3].[H-].[Na+].C1(P(C2C=CC=CC=2)(O[NH2:39])=O)C=CC=CC=1. The catalyst is O1CCCC1. The product is [CH3:4][C:2]([O:5][C:6]([N:8]1[CH:13]([C:14]([N:16]([C:17]2[CH:22]=[CH:21][CH:20]=[C:19]([C:23]([F:25])([F:26])[F:24])[CH:18]=2)[NH2:39])=[O:15])[CH:12]2[CH2:27][CH:9]1[CH2:10][CH2:11]2)=[O:7])([CH3:1])[CH3:3]. The yield is 1.00. (3) The reactants are [C:1]([C:3]1[CH:8]=[CH:7][C:6]([C@@H:9]([NH:13][C:14]([C:16]2([NH:31]C(=O)OC(C)(C)C)[CH2:21][CH2:20][N:19]([C:22]3[C:23]4[CH:30]=[CH:29][NH:28][C:24]=4[N:25]=[CH:26][N:27]=3)[CH2:18][CH2:17]2)=[O:15])[CH2:10][CH2:11][OH:12])=[CH:5][CH:4]=1)#[N:2].Cl. The catalyst is O1CCOCC1. The product is [NH2:31][C:16]1([C:14]([NH:13][C@H:9]([C:6]2[CH:5]=[CH:4][C:3]([C:1]#[N:2])=[CH:8][CH:7]=2)[CH2:10][CH2:11][OH:12])=[O:15])[CH2:17][CH2:18][N:19]([C:22]2[C:23]3[CH:30]=[CH:29][NH:28][C:24]=3[N:25]=[CH:26][N:27]=2)[CH2:20][CH2:21]1. The yield is 0.151.